Dataset: Reaction yield outcomes from USPTO patents with 853,638 reactions. Task: Predict the reaction yield, written as a fraction of the theoretical maximum amount of product (1.0 means a 100% yield; for example, 0.34 means a 34% yield). (1) The reactants are [Br:1][C:2]1[CH:3]=[C:4]2[C:9](=[CH:10][CH:11]=1)[N:8]=[C:7](Cl)[CH:6]=[N:5]2.C([Sn](CCCC)(CCCC)[C:18]([O:20][CH2:21][CH3:22])=[CH2:19])CCC. The catalyst is O1CCOCC1.CO.Cl[Pd](Cl)([P](C1C=CC=CC=1)(C1C=CC=CC=1)C1C=CC=CC=1)[P](C1C=CC=CC=1)(C1C=CC=CC=1)C1C=CC=CC=1. The product is [Br:1][C:2]1[CH:3]=[C:4]2[C:9](=[CH:10][CH:11]=1)[N:8]=[C:7]([C:18]([O:20][CH2:21][CH3:22])=[CH2:19])[CH:6]=[N:5]2. The yield is 0.523. (2) The reactants are [OH:1][CH2:2][C:3]1([CH2:7][OH:8])[CH2:6][CH2:5][CH2:4]1.[H-].[Na+].Br[C:12]1[S:13][CH:14]=[CH:15][N:16]=1.C(=O)(O)[O-].[Na+]. The catalyst is CN(C)C=O.O1CCCC1.C(OCC)(=O)C. The product is [S:13]1[CH:14]=[CH:15][N:16]=[C:12]1[O:1][CH2:2][C:3]1([CH2:7][OH:8])[CH2:6][CH2:5][CH2:4]1. The yield is 0.400. (3) The reactants are [CH:1]([C:4]1[C:8]([CH2:9][OH:10])=[CH:7][N:6]([C:11]2[CH:16]=[CH:15][C:14]([C:17]([F:20])([F:19])[F:18])=[CH:13][N:12]=2)[N:5]=1)([CH3:3])[CH3:2]. The catalyst is [O-2].[O-2].[Mn+4].O1CCCC1. The product is [CH:1]([C:4]1[C:8]([CH:9]=[O:10])=[CH:7][N:6]([C:11]2[CH:16]=[CH:15][C:14]([C:17]([F:18])([F:20])[F:19])=[CH:13][N:12]=2)[N:5]=1)([CH3:3])[CH3:2]. The yield is 0.900. (4) The reactants are [Br:1][C:2]1[CH:3]=[C:4]([CH:6]=[CH:7][C:8]=1[CH3:9])N.[OH:10]S(O)(=O)=O.N([O-])=O.[Na+]. The catalyst is O. The product is [Br:1][C:2]1[CH:3]=[C:4]([OH:10])[CH:6]=[CH:7][C:8]=1[CH3:9]. The yield is 0.340. (5) The reactants are [CH:1]#[C:2][CH2:3][CH2:4][CH3:5].C([Li])CCC.[CH2:11]([N:18]1[CH2:23][CH2:22][C:21](=[O:24])[CH2:20][CH2:19]1)[C:12]1[CH:17]=[CH:16][CH:15]=[CH:14][CH:13]=1. The catalyst is C1COCC1. The product is [CH2:11]([N:18]1[CH2:23][CH2:22][C:21]([C:1]#[C:2][CH2:3][CH2:4][CH3:5])([OH:24])[CH2:20][CH2:19]1)[C:12]1[CH:13]=[CH:14][CH:15]=[CH:16][CH:17]=1. The yield is 0.780. (6) The reactants are [CH3:1][C:2]1[N:10]=[CH:9][CH:8]=[CH:7][C:3]=1[C:4]([OH:6])=[O:5].I[CH2:12][CH2:13][CH2:14][C:15]1[CH:20]=[CH:19][CH:18]=[CH:17][CH:16]=1. No catalyst specified. The product is [C:15]1([CH2:14][CH2:13][CH2:12][CH2:1][C:2]2[N:10]=[CH:9][CH:8]=[CH:7][C:3]=2[C:4]([OH:6])=[O:5])[CH:20]=[CH:19][CH:18]=[CH:17][CH:16]=1. The yield is 0.750. (7) The reactants are CC1(C)C(C)(C)OB([C:9]2[CH:10]=[C:11]3[C:15](=[CH:16][CH:17]=2)[CH2:14][C@@H:13]([NH:18][S:19]([CH:22]([CH3:24])[CH3:23])(=[O:21])=[O:20])[CH2:12]3)O1.CC(C)=[O:28]. The catalyst is O. The product is [OH:28][C:9]1[CH:10]=[C:11]2[C:15](=[CH:16][CH:17]=1)[CH2:14][C@@H:13]([NH:18][S:19]([CH:22]([CH3:24])[CH3:23])(=[O:21])=[O:20])[CH2:12]2. The yield is 0.920. (8) The reactants are [CH2:1]([O:3][C:4]([C:6]1[CH:23]=[CH:22][C:9]2[S:10][C:11]([C:13]3[CH:18]=[CH:17][C:16]([O:19]C)=[CH:15][C:14]=3[CH3:21])=[CH:12][C:8]=2[CH:7]=1)=[O:5])[CH3:2].B(Br)(Br)Br.O.C(Cl)(=O)C. The catalyst is ClCCl.C(OCC)(=O)C. The product is [CH2:1]([O:3][C:4]([C:6]1[CH:23]=[CH:22][C:9]2[S:10][C:11]([C:13]3[CH:18]=[CH:17][C:16]([OH:19])=[CH:15][C:14]=3[CH3:21])=[CH:12][C:8]=2[CH:7]=1)=[O:5])[CH3:2]. The yield is 0.400. (9) The yield is 0.500. The reactants are Br[C:2]1[CH:3]=[C:4]2[C:8](=[CH:9][CH:10]=1)[CH2:7][CH:6]([C:11]([O:13][CH3:14])=[O:12])[CH2:5]2.CC1(C)C(C)(C)OB([C:23]2[CH:28]=[CH:27][C:26]([OH:29])=[CH:25][CH:24]=2)O1.C1(P(C2C=CC=CC=2)C2C=CC=CC=2)C=CC=CC=1.P([O-])([O-])([O-])=O.[K+].[K+].[K+].O. The product is [OH:29][C:26]1[CH:27]=[CH:28][C:23]([C:2]2[CH:3]=[C:4]3[C:8](=[CH:9][CH:10]=2)[CH2:7][CH:6]([C:11]([O:13][CH3:14])=[O:12])[CH2:5]3)=[CH:24][CH:25]=1. The catalyst is O1CCOCC1.C([O-])(=O)C.[Pd+2].C([O-])(=O)C. (10) The reactants are [CH3:1][C:2]([C:7]1[NH:8][C:9]2[C:14]([CH:15]=1)=[CH:13][C:12]([N+:16]([O-:18])=[O:17])=[CH:11][CH:10]=2)([CH3:6])[C:3]([NH2:5])=O.Cl. The catalyst is C1COCC1. The product is [CH3:6][C:2]([C:7]1[NH:8][C:9]2[C:14]([CH:15]=1)=[CH:13][C:12]([N+:16]([O-:18])=[O:17])=[CH:11][CH:10]=2)([CH3:1])[CH2:3][NH2:5]. The yield is 0.430.